Dataset: Full USPTO retrosynthesis dataset with 1.9M reactions from patents (1976-2016). Task: Predict the reactants needed to synthesize the given product. Given the product [CH:45]1([C:51]2[CH:60]=[CH:59][C:54]([C:55]3[O:44][N:43]=[C:39]4[C:40]5[C:35]([CH2:36][CH2:37][C:38]=34)=[CH:34][C:33]([CH:31]=[CH2:32])=[CH:42][CH:41]=5)=[CH:53][C:52]=2[C:61]([F:62])([F:63])[F:64])[CH2:46][CH2:47][CH2:48][CH2:49][CH2:50]1, predict the reactants needed to synthesize it. The reactants are: C1(N2C(C(F)(F)F)=C(C3ON=C4C5C(CCC=34)=CC(C=C)=CC=5)C=N2)C=CC=CC=1.[CH:31]([C:33]1[CH:34]=[C:35]2[C:40](=[CH:41][CH:42]=1)/[C:39](=[N:43]/[OH:44])/[CH2:38][CH2:37][CH2:36]2)=[CH2:32].[CH:45]1([C:51]2[CH:60]=[CH:59][C:54]([C:55](OC)=O)=[CH:53][C:52]=2[C:61]([F:64])([F:63])[F:62])[CH2:50][CH2:49][CH2:48][CH2:47][CH2:46]1.